From a dataset of Full USPTO retrosynthesis dataset with 1.9M reactions from patents (1976-2016). Predict the reactants needed to synthesize the given product. Given the product [C:34]([C@H:38]([O:42][CH:43]1[CH2:48][CH2:47][N:46]([C:49](=[O:53])[CH:50]([NH:52][C:13]([C:9]2[CH:8]=[C:7]3[C:12](=[CH:11][CH:10]=2)[C:3]([NH2:2])=[N:4][CH:5]=[CH:6]3)=[O:15])[CH3:51])[CH2:45][CH2:44]1)[C:39]([OH:41])=[O:40])([CH3:36])([CH3:35])[CH3:37], predict the reactants needed to synthesize it. The reactants are: Cl.[NH2:2][C:3]1[C:12]2[C:7](=[CH:8][C:9]([C:13]([OH:15])=O)=[CH:10][CH:11]=2)[CH:6]=[CH:5][N:4]=1.OC1C2N=NNC=2C=CC=1.CN1CCOCC1.Cl.[C:34]([C@H:38]([O:42][CH:43]1[CH2:48][CH2:47][N:46]([C:49](=[O:53])[CH:50]([NH2:52])[CH3:51])[CH2:45][CH2:44]1)[C:39]([OH:41])=[O:40])([CH3:37])([CH3:36])[CH3:35].CN(C)CCCN=C=NCC.